Predict the reaction yield, written as a fraction of the theoretical maximum amount of product (1.0 means a 100% yield; for example, 0.34 means a 34% yield). From a dataset of Reaction yield outcomes from USPTO patents with 853,638 reactions. (1) The catalyst is C1COCC1.N1C=CC=CC=1. The yield is 0.575. The product is [CH2:23]([C:27]1[CH:36]=[CH:35][C:30]([C:31]2[O:22][N:21]=[C:17]3[C:18]4[C:13]([CH2:14][CH2:15][C:16]=23)=[CH:12][C:11]([CH:9]=[CH2:10])=[CH:20][CH:19]=4)=[CH:29][C:28]=1[C:37]([F:38])([F:39])[F:40])[CH:24]([CH3:26])[CH3:25]. The reactants are [Li+].CC([N-]C(C)C)C.[CH:9]([C:11]1[CH:12]=[C:13]2[C:18](=[CH:19][CH:20]=1)/[C:17](=[N:21]/[OH:22])/[CH2:16][CH2:15][CH2:14]2)=[CH2:10].[CH2:23]([C:27]1[CH:36]=[CH:35][C:30]([C:31](OC)=O)=[CH:29][C:28]=1[C:37]([F:40])([F:39])[F:38])[CH:24]([CH3:26])[CH3:25].S(Cl)(Cl)=O. (2) The reactants are [NH:1]1[CH:5]=[N:4][C:3]([NH2:6])=[N:2]1.[O:7]1[C:11]2([CH2:16][CH2:15][C:14](=O)[CH2:13][CH2:12]2)[O:10][CH2:9][CH2:8]1.C(O[BH-](OC(=O)C)OC(=O)C)(=O)C.[Na+].O. The catalyst is C(O)(=O)C. The product is [O:7]1[C:11]2([CH2:16][CH2:15][CH:14]([NH:6][C:3]3[NH:4][CH:5]=[N:1][N:2]=3)[CH2:13][CH2:12]2)[O:10][CH2:9][CH2:8]1. The yield is 0.940. (3) The reactants are [C:1]([O:4][C:5]1[CH:6]=[C:7]2[C:12](=[CH:13][C:14]=1[O:15][CH3:16])[N:11]=[CH:10][NH:9][C:8]2=O)(=[O:3])[CH3:2].P(Cl)(Cl)([Cl:20])=O. No catalyst specified. The product is [C:1]([O:4][C:5]1[CH:6]=[C:7]2[C:12](=[CH:13][C:14]=1[O:15][CH3:16])[N:11]=[CH:10][N:9]=[C:8]2[Cl:20])(=[O:3])[CH3:2]. The yield is 0.650. (4) The reactants are [Cl:1][C:2]1[N:3]=[C:4]2[CH:12]=[C:11]([I:13])[CH:10]=[N:9][C:5]2=[N:6][C:7]=1Cl.[CH3:14][N:15]1[CH2:20][CH2:19][NH:18][CH2:17][CH2:16]1. The catalyst is C(Cl)Cl. The product is [Cl:1][C:2]1[N:3]=[C:4]2[CH:12]=[C:11]([I:13])[CH:10]=[N:9][C:5]2=[N:6][C:7]=1[N:18]1[CH2:19][CH2:20][N:15]([CH3:14])[CH2:16][CH2:17]1. The yield is 0.670. (5) The reactants are [F:1][C:2]1[C:3]([CH:8](C(OCC)=O)[C:9]([O:11][CH2:12][CH3:13])=[O:10])=[N:4][CH:5]=[CH:6][CH:7]=1.[Cl-].[Na+].O. The catalyst is CS(C)=O.CCOC(C)=O. The product is [F:1][C:2]1[C:3]([CH2:8][C:9]([O:11][CH2:12][CH3:13])=[O:10])=[N:4][CH:5]=[CH:6][CH:7]=1. The yield is 0.990. (6) The reactants are [Br:1][C:2]1[CH:7]=[CH:6][C:5]([CH2:8][C:9]([C:11]2[CH:16]=[CH:15][CH:14]=[CH:13][CH:12]=2)=O)=[CH:4][CH:3]=1.[CH2:17]([O:19][C:20]1[CH:21]=[C:22]([CH:25]=[C:26]([N+:29]([O-:31])=[O:30])[C:27]=1[OH:28])[CH:23]=O)[CH3:18].[NH2:32][C:33]([NH2:35])=[O:34].Cl. The yield is 0.165. The catalyst is C(O)C. The product is [Br:1][C:2]1[CH:7]=[CH:6][C:5]([C:8]2[CH:23]([C:22]3[CH:25]=[C:26]([N+:29]([O-:31])=[O:30])[C:27]([OH:28])=[C:20]([O:19][CH2:17][CH3:18])[CH:21]=3)[NH:32][C:33](=[O:34])[NH:35][C:9]=2[C:11]2[CH:16]=[CH:15][CH:14]=[CH:13][CH:12]=2)=[CH:4][CH:3]=1. (7) The reactants are [I:1][C:2]1[CH:3]=[CH:4][C:5]([NH2:8])=[N:6][CH:7]=1.[CH2:9]([N:11]=[C:12]=[O:13])[CH3:10]. The catalyst is N1C=CC=CC=1. The product is [CH2:9]([NH:11][C:12]([NH:8][C:5]1[CH:4]=[CH:3][C:2]([I:1])=[CH:7][N:6]=1)=[O:13])[CH3:10]. The yield is 0.920. (8) The reactants are [C:1]([C:3]1[CH:4]=[C:5]([CH:10]=[CH:11][C:12]=1[CH3:13])[C:6]([O:8][CH3:9])=[O:7])#[N:2].P(OCC)(OCC)([S-])=[S:15]. The catalyst is C1COCC1.O. The product is [C:1]([C:3]1[CH:4]=[C:5]([CH:10]=[CH:11][C:12]=1[CH3:13])[C:6]([O:8][CH3:9])=[O:7])(=[S:15])[NH2:2]. The yield is 0.790.